Predict the product of the given reaction. From a dataset of Forward reaction prediction with 1.9M reactions from USPTO patents (1976-2016). (1) The product is: [NH:40]1[CH:41]=[CH:42][N:38]=[C:39]1[NH:43][C:44]([C:46]1[C:54]2[N:53]=[C:52]([NH:55][C:11]([C:10]3[N:5]4[CH:6]=[CH:7][CH:8]=[CH:9][C:4]4=[N:3][C:2]=3[CH3:1])=[O:13])[NH:51][C:50]=2[CH:49]=[CH:48][CH:47]=1)=[O:45]. Given the reactants [CH3:1][C:2]1[NH:3][CH:4]2[CH:9]=[CH:8][CH:7]=[CH:6][N:5]2[C:10]=1[C:11]([OH:13])=O.CN(C(ON1N=NC2C=CC=CC1=2)=[N+](C)C)C.F[P-](F)(F)(F)(F)F.[NH:38]1[CH:42]=[CH:41][N:40]=[C:39]1[NH:43][C:44]([C:46]1[C:54]2[NH:53][C:52]([NH2:55])=[N:51][C:50]=2[CH:49]=[CH:48][CH:47]=1)=[O:45], predict the reaction product. (2) Given the reactants [NH2:1][C:2]1[C:11]([CH3:12])=[CH:10][CH:9]=[CH:8][C:3]=1[C:4]([O:6][CH3:7])=[O:5].S(Cl)([Cl:16])(=O)=O.O.[OH-].[Na+], predict the reaction product. The product is: [CH3:7][O:6][C:4](=[O:5])[C:3]1[CH:8]=[C:9]([Cl:16])[CH:10]=[C:11]([CH3:12])[C:2]=1[NH2:1].